This data is from Peptide-MHC class I binding affinity with 185,985 pairs from IEDB/IMGT. The task is: Regression. Given a peptide amino acid sequence and an MHC pseudo amino acid sequence, predict their binding affinity value. This is MHC class I binding data. The binding affinity (normalized) is 0.129. The MHC is Patr-B2401 with pseudo-sequence Patr-B2401. The peptide sequence is SSYLELDTI.